Dataset: NCI-60 drug combinations with 297,098 pairs across 59 cell lines. Task: Regression. Given two drug SMILES strings and cell line genomic features, predict the synergy score measuring deviation from expected non-interaction effect. (1) Drug 1: CC1=C(C=C(C=C1)NC2=NC=CC(=N2)N(C)C3=CC4=NN(C(=C4C=C3)C)C)S(=O)(=O)N.Cl. Drug 2: COC1=CC(=CC(=C1O)OC)C2C3C(COC3=O)C(C4=CC5=C(C=C24)OCO5)OC6C(C(C7C(O6)COC(O7)C8=CC=CS8)O)O. Cell line: SNB-75. Synergy scores: CSS=26.6, Synergy_ZIP=-5.10, Synergy_Bliss=1.37, Synergy_Loewe=2.45, Synergy_HSA=2.44. (2) Drug 1: COC1=CC(=CC(=C1O)OC)C2C3C(COC3=O)C(C4=CC5=C(C=C24)OCO5)OC6C(C(C7C(O6)COC(O7)C8=CC=CS8)O)O. Drug 2: C1=CC(=CC=C1CC(C(=O)O)N)N(CCCl)CCCl.Cl. Cell line: MOLT-4. Synergy scores: CSS=82.7, Synergy_ZIP=1.67, Synergy_Bliss=0.960, Synergy_Loewe=-2.52, Synergy_HSA=2.86. (3) Drug 1: CC1=CC=C(C=C1)C2=CC(=NN2C3=CC=C(C=C3)S(=O)(=O)N)C(F)(F)F. Drug 2: CCC1(C2=C(COC1=O)C(=O)N3CC4=CC5=C(C=CC(=C5CN(C)C)O)N=C4C3=C2)O.Cl. Cell line: PC-3. Synergy scores: CSS=10.5, Synergy_ZIP=-5.48, Synergy_Bliss=-3.35, Synergy_Loewe=-9.88, Synergy_HSA=-1.84. (4) Drug 1: CC1OCC2C(O1)C(C(C(O2)OC3C4COC(=O)C4C(C5=CC6=C(C=C35)OCO6)C7=CC(=C(C(=C7)OC)O)OC)O)O. Drug 2: C1C(C(OC1N2C=NC(=NC2=O)N)CO)O. Cell line: M14. Synergy scores: CSS=25.2, Synergy_ZIP=-4.56, Synergy_Bliss=3.69, Synergy_Loewe=0.916, Synergy_HSA=1.21.